Dataset: Full USPTO retrosynthesis dataset with 1.9M reactions from patents (1976-2016). Task: Predict the reactants needed to synthesize the given product. (1) The reactants are: [C:1]([O:5][C:6]([N:8]1[CH2:13][CH2:12][CH:11]([O:14][CH2:15][CH2:16][OH:17])[CH2:10][CH2:9]1)=[O:7])([CH3:4])([CH3:3])[CH3:2].CC(OI1(OC(C)=O)(OC(C)=O)OC(=O)C2C=CC=CC1=2)=O. Given the product [C:1]([O:5][C:6]([N:8]1[CH2:9][CH2:10][CH:11]([O:14][CH2:15][CH:16]=[O:17])[CH2:12][CH2:13]1)=[O:7])([CH3:4])([CH3:3])[CH3:2], predict the reactants needed to synthesize it. (2) Given the product [NH2:35][C:5]1[CH:4]=[C:3]([F:2])[C:21]([N:22]2[C:27](=[O:28])[CH:26]=[C:25]([C:29]([F:30])([F:32])[F:31])[N:24]([CH3:33])[C:23]2=[O:34])=[CH:20][C:6]=1[O:7][C:8]1[C:9]([S:14][CH2:15][C:16]([O:18][CH3:19])=[O:17])=[N:10][CH:11]=[CH:12][CH:13]=1, predict the reactants needed to synthesize it. The reactants are: O.[F:2][C:3]1[C:21]([N:22]2[C:27](=[O:28])[CH:26]=[C:25]([C:29]([F:32])([F:31])[F:30])[N:24]([CH3:33])[C:23]2=[O:34])=[CH:20][C:6]([O:7][C:8]2[C:9]([S:14][CH2:15][C:16]([O:18][CH3:19])=[O:17])=[N:10][CH:11]=[CH:12][CH:13]=2)=[C:5]([N+:35]([O-])=O)[CH:4]=1. (3) Given the product [C:1]1([C:7]2[CH:8]=[CH:9][C:10]3[N:11]([N:13]=[C:14]([NH:16][C:18]4[CH:19]=[CH:20][C:21]([C:24]5[CH:29]=[CH:28][CH:27]=[CH:26][N:25]=5)=[CH:22][CH:23]=4)[N:15]=3)[CH:12]=2)[CH:2]=[CH:3][CH:4]=[CH:5][CH:6]=1, predict the reactants needed to synthesize it. The reactants are: [C:1]1([C:7]2[CH:8]=[CH:9][C:10]3[N:11]([N:13]=[C:14]([NH2:16])[N:15]=3)[CH:12]=2)[CH:6]=[CH:5][CH:4]=[CH:3][CH:2]=1.Br[C:18]1[CH:23]=[CH:22][C:21]([C:24]2[CH:29]=[CH:28][CH:27]=[CH:26][N:25]=2)=[CH:20][CH:19]=1.CN(C1C(C2C(P(C3CCCCC3)C3CCCCC3)=CC=CC=2)=CC=CC=1)C. (4) Given the product [CH:45]1[CH:44]=[C:41]2[C:42]([C:15]([OH:14])([OH:1])[C:39](=[O:48])[C:40]2=[CH:47][CH:46]=1)=[O:43], predict the reactants needed to synthesize it. The reactants are: [OH2:1].NN.C([O:14][C:15]1C=C(CN)C=CC=1)CCCCCCCCC.C(OC1C=C(C=CC=1)CN1[C:42](=[O:43])[C:41]2=[CH:44][CH:45]=[CH:46][CH:47]=[C:40]2[C:39]1=[O:48])CCCCCCCCC. (5) The reactants are: Br[C:2]1[CH:7]=[CH:6][C:5]([C:8](=[O:10])[CH3:9])=[CH:4][CH:3]=1.[CH2:11]=[CH:12][C:13]1[CH:18]=[CH:17][CH:16]=[CH:15][CH:14]=1.C(N(CC)CC)C. Given the product [C:8]([C:5]1[CH:6]=[CH:7][C:2](/[CH:11]=[CH:12]/[C:13]2[CH:18]=[CH:17][CH:16]=[CH:15][CH:14]=2)=[CH:3][CH:4]=1)(=[O:10])[CH3:9], predict the reactants needed to synthesize it. (6) Given the product [NH2:8][CH2:9][CH2:10][N:11]=[N+:12]=[N-:13].[ClH:81].[N:14]([N:29]([CH2:37][C:38]([NH:76][CH2:61][CH2:60][N:65]=[N+:66]=[N-:58])=[O:40])[C:30]([O:32][C:33]([CH3:36])([CH3:35])[CH3:34])=[O:31])([C:22]([O:24][C:25]([CH3:28])([CH3:27])[CH3:26])=[O:23])[C:15]([O:17][C:18]([CH3:21])([CH3:20])[CH3:19])=[O:16], predict the reactants needed to synthesize it. The reactants are: C([NH:8][CH2:9][CH2:10][N:11]=[N+:12]=[N-:13])(OC(C)(C)C)=O.[N:14]([N:29]([CH2:37][C:38]([OH:40])=O)[C:30]([O:32][C:33]([CH3:36])([CH3:35])[CH3:34])=[O:31])([C:22]([O:24][C:25]([CH3:28])([CH3:27])[CH3:26])=[O:23])[C:15]([O:17][C:18]([CH3:21])([CH3:20])[CH3:19])=[O:16].C1CN([P+](O[N:58]2[N:66]=[N:65][C:60]3[CH:61]=CC=CC2=3)(N2CCCC2)N2CCCC2)CC1.F[P-](F)(F)(F)(F)F.CC[N:76](CC)CC.[ClH:81]. (7) The reactants are: [F:1][C:2]([F:36])([F:35])[C:3]1[CH:4]=[C:5]([C:13]([CH3:34])([CH3:33])[C:14]([N:16]([C:18]2[CH:19]=[N:20][C:21](Cl)=[CH:22][C:23]=2[C:24]2[CH:29]=[CH:28][C:27]([F:30])=[CH:26][C:25]=2[CH3:31])[CH3:17])=[O:15])[CH:6]=[C:7]([C:9]([F:12])([F:11])[F:10])[CH:8]=1.C(=O)([O-])[O-].[K+].[K+].Cl.FC(F)(F)C([NH:48][C@H:49]1[CH2:53][CH2:52][NH:51][CH2:50]1)=O. Given the product [NH2:48][C@H:49]1[CH2:53][CH2:52][N:51]([C:21]2[N:20]=[CH:19][C:18]([N:16]([CH3:17])[C:14](=[O:15])[C:13]([C:5]3[CH:4]=[C:3]([C:2]([F:36])([F:35])[F:1])[CH:8]=[C:7]([C:9]([F:12])([F:11])[F:10])[CH:6]=3)([CH3:34])[CH3:33])=[C:23]([C:24]3[CH:29]=[CH:28][C:27]([F:30])=[CH:26][C:25]=3[CH3:31])[CH:22]=2)[CH2:50]1, predict the reactants needed to synthesize it. (8) The reactants are: [CH:1]([S:4]([C:7]1[CH:20]=[CH:19][C:10]([NH:11][CH2:12][CH2:13][N:14]2[CH2:18][CH2:17][CH2:16][CH2:15]2)=[C:9]([N+:21]([O-])=O)[CH:8]=1)(=[O:6])=[O:5])([CH3:3])[CH3:2].C(O)(=O)C. Given the product [NH2:21][C:9]1[CH:8]=[C:7]([S:4]([CH:1]([CH3:2])[CH3:3])(=[O:5])=[O:6])[CH:20]=[CH:19][C:10]=1[NH:11][CH2:12][CH2:13][N:14]1[CH2:18][CH2:17][CH2:16][CH2:15]1, predict the reactants needed to synthesize it. (9) The reactants are: [F:1][C:2]1[CH:3]=[CH:4][CH:5]=[C:6]2[C:11]=1[NH:10][C:9](=[O:12])[N:8]([CH:13]1[CH2:18][CH2:17][N:16]([C:19]([O:21][C@H:22]([CH2:37][C:38]3[CH:46]=[C:45]([CH3:47])[C:44]4[C:40](=[CH:41][N:42](COCC[Si](C)(C)C)[N:43]=4)[CH:39]=3)[C:23](=[O:36])[N:24]3[CH2:29][CH2:28][CH:27]([N:30]4[CH2:35][CH2:34][CH2:33][CH2:32][CH2:31]4)[CH2:26][CH2:25]3)=[O:20])[CH2:15][CH2:14]1)[CH2:7]2. Given the product [F:1][C:2]1[CH:3]=[CH:4][CH:5]=[C:6]2[C:11]=1[NH:10][C:9](=[O:12])[N:8]([CH:13]1[CH2:18][CH2:17][N:16]([C:19]([O:21][C@H:22]([CH2:37][C:38]3[CH:39]=[C:40]4[C:44](=[C:45]([CH3:47])[CH:46]=3)[NH:43][N:42]=[CH:41]4)[C:23](=[O:36])[N:24]3[CH2:29][CH2:28][CH:27]([N:30]4[CH2:35][CH2:34][CH2:33][CH2:32][CH2:31]4)[CH2:26][CH2:25]3)=[O:20])[CH2:15][CH2:14]1)[CH2:7]2, predict the reactants needed to synthesize it.